Dataset: Reaction yield outcomes from USPTO patents with 853,638 reactions. Task: Predict the reaction yield, written as a fraction of the theoretical maximum amount of product (1.0 means a 100% yield; for example, 0.34 means a 34% yield). (1) The reactants are [CH2:1]([O:4][C:5]1([CH3:52])[CH2:10][CH2:9][N:8]([C:11]2[N:16]3[CH:17]=[C:18]([C:20]4[CH:21]=[C:22]([C:26]5[C:31]([O:32][C@H:33]([CH2:35][CH:36]=C)[CH3:34])=[CH:30][CH:29]=[C:28]([F:38])[C:27]=5[F:39])[CH:23]=[CH:24][CH:25]=4)[N:19]=[C:15]3[C:14]([CH3:40])=[C:13]([CH3:41])[C:12]=2[C@H:42]([O:47][C:48]([CH3:51])([CH3:50])[CH3:49])[C:43]([O:45][CH3:46])=[O:44])[CH2:7][CH2:6]1)[CH:2]=C.C(O[C@@H](C1C(C)=CC2=NC3=CN2C=1N1CCC(C)(OCC=CC[C@H](C)OC2C=C(F)C=CC=2C2C=C3C=CC=2)CC1)C(OC)=O)(C)(C)C. No catalyst specified. The product is [C:48]([O:47][C@@H:42]([C:12]1[C:13]([CH3:41])=[C:14]([CH3:40])[C:15]2=[N:19][C:18]3=[CH:17][N:16]2[C:11]=1[N:8]1[CH2:9][CH2:10][C:5]([CH3:52])([O:4][CH2:1][CH:2]=[CH:36][CH2:35][C@H:33]([CH3:34])[O:32][C:31]2[CH:30]=[CH:29][C:28]([F:38])=[C:27]([F:39])[C:26]=2[C:22]2[CH:21]=[C:20]3[CH:25]=[CH:24][CH:23]=2)[CH2:6][CH2:7]1)[C:43]([O:45][CH3:46])=[O:44])([CH3:51])([CH3:50])[CH3:49]. The yield is 0.416. (2) The reactants are Cl.O1CCOCC1.C([O:12][C:13](=[O:39])[CH2:14][N:15]1[CH:19]=[C:18]([C:20]2[CH:21]=[N:22][C:23]([NH2:38])=[C:24]([O:26][CH:27]([C:29]3[C:34]([Cl:35])=[CH:33][CH:32]=[C:31]([F:36])[C:30]=3[Cl:37])[CH3:28])[CH:25]=2)[N:17]=[CH:16]1)(C)(C)C. The catalyst is ClCCl. The product is [NH2:38][C:23]1[N:22]=[CH:21][C:20]([C:18]2[N:17]=[CH:16][N:15]([CH2:14][C:13]([OH:39])=[O:12])[CH:19]=2)=[CH:25][C:24]=1[O:26][CH:27]([C:29]1[C:34]([Cl:35])=[CH:33][CH:32]=[C:31]([F:36])[C:30]=1[Cl:37])[CH3:28]. The yield is 0.930. (3) The catalyst is O1CCCC1. The product is [CH3:1][C:2]1[CH:7]=[C:6]([CH3:8])[CH:5]=[CH:4][C:3]=1[C:9]1[CH:14]=[CH:13][CH:12]=[C:11]([CH2:15][OH:16])[CH:10]=1. The reactants are [CH3:1][C:2]1[CH:7]=[C:6]([CH3:8])[CH:5]=[CH:4][C:3]=1[C:9]1[CH:14]=[CH:13][CH:12]=[C:11]([C:15](OCC)=[O:16])[CH:10]=1.[H-].[Al+3].[Li+].[H-].[H-].[H-].O.O.O.O.O.O.O.O.O.O.S([O-])([O-])(=O)=O.[Na+].[Na+]. The yield is 0.960. (4) The reactants are [CH3:1][O:2][CH2:3][C:4]1[CH:9]=[C:8]([C:10]([F:13])([F:12])[F:11])[CH:7]=[C:6]([N+:14]([O-])=O)[CH:5]=1. The catalyst is [Pd]. The product is [CH3:1][O:2][CH2:3][C:4]1[CH:5]=[C:6]([CH:7]=[C:8]([C:10]([F:11])([F:12])[F:13])[CH:9]=1)[NH2:14]. The yield is 0.800. (5) The reactants are [CH2:1]([C:8]1[N:13]=[N:12][C:11]([N:14]2[CH2:19][CH2:18][N:17]([C:20]3[CH:25]=[N:24]C(C(C)=C)=[CH:22][N:21]=3)[C@H:16]([CH3:29])[CH2:15]2)=[C:10]([CH3:30])[C:9]=1[CH3:31])[C:2]1[CH:7]=[CH:6][CH:5]=[CH:4][CH:3]=1.[C:32]([OH:36])([CH3:35])([CH3:34])[CH3:33].O.C[N+]1([O-])CC[O:42]CC1. The catalyst is CC(C)=O. The product is [CH2:1]([C:8]1[N:13]=[N:12][C:11]([N:14]2[CH2:19][CH2:18][N:17]([C:20]3[CH:25]=[N:24][C:33]([C:32]([OH:36])([CH3:35])[CH2:34][OH:42])=[CH:22][N:21]=3)[C@H:16]([CH3:29])[CH2:15]2)=[C:10]([CH3:30])[C:9]=1[CH3:31])[C:2]1[CH:7]=[CH:6][CH:5]=[CH:4][CH:3]=1. The yield is 0.380. (6) The reactants are [Cl:1][C:2]1[CH:3]=[C:4]2[C:8](=[CH:9][CH:10]=1)[NH:7][CH:6]=[C:5]2[CH2:11]N(C)C.[C-:15]#[N:16].[K+]. The catalyst is CN(C)C=O.O. The product is [Cl:1][C:2]1[CH:3]=[C:4]2[C:8](=[CH:9][CH:10]=1)[NH:7][CH:6]=[C:5]2[CH2:11][C:15]#[N:16]. The yield is 0.630.